Dataset: Catalyst prediction with 721,799 reactions and 888 catalyst types from USPTO. Task: Predict which catalyst facilitates the given reaction. Product: [Br:15][C:12]1[CH:11]=[CH:10][C:9]([C:4]([CH:6]2[CH2:7][CH2:8]2)([CH3:5])[C:3]([OH:16])=[O:2])=[CH:14][CH:13]=1. Reactant: C[O:2][C:3](=[O:16])[C:4]([C:9]1[CH:14]=[CH:13][C:12]([Br:15])=[CH:11][CH:10]=1)([CH:6]1[CH2:8][CH2:7]1)[CH3:5].C(OC)(=O)C1C=CC=CC=1.CO.[OH-].[K+]. The catalyst class is: 6.